From a dataset of Forward reaction prediction with 1.9M reactions from USPTO patents (1976-2016). Predict the product of the given reaction. (1) Given the reactants [C:1]([C:3]1[CH:13]=[CH:12][C:6](C(NCC)=O)=[C:5]([C:14]([F:17])([F:16])[F:15])[CH:4]=1)#[N:2].C(Cl)(Cl)Cl.S(Cl)(Cl)=O, predict the reaction product. The product is: [F:15][C:14]([F:16])([F:17])[C:5]1[CH:4]=[C:3]([CH:13]=[CH:12][CH:6]=1)[C:1]#[N:2]. (2) The product is: [CH:17](=[N:10][NH:9][C:6]1[C:7]([F:8])=[C:2]([F:1])[C:3]([S:13]([NH2:16])(=[O:15])=[O:14])=[C:4]([F:12])[C:5]=1[F:11])[C:18]1[CH:23]=[CH:22][CH:21]=[CH:20][CH:19]=1. Given the reactants [F:1][C:2]1[C:7]([F:8])=[C:6]([NH:9][NH2:10])[C:5]([F:11])=[C:4]([F:12])[C:3]=1[S:13]([NH2:16])(=[O:15])=[O:14].[CH:17](=O)[C:18]1[CH:23]=[CH:22][CH:21]=[CH:20][CH:19]=1, predict the reaction product. (3) Given the reactants [I:1]Cl.[CH3:3][O:4][C:5]1[CH:10]=[CH:9][CH:8]=[CH:7][C:6]=1[CH2:11][CH2:12][CH2:13][OH:14], predict the reaction product. The product is: [I:1][C:8]1[CH:9]=[CH:10][C:5]([O:4][CH3:3])=[C:6]([CH2:11][CH2:12][CH2:13][OH:14])[CH:7]=1. (4) Given the reactants [CH3:1][O:2][C:3](=[O:25])[CH2:4][C:5]1[CH:6]=[C:7]([C:11]2[CH:16]=[CH:15][C:14]([C:17]([F:20])([F:19])[F:18])=[CH:13][C:12]=2[CH2:21][NH:22][CH2:23][CH3:24])[CH:8]=[CH:9][CH:10]=1.Cl[C:27]([O:29][CH2:30][C:31]1[CH:36]=[CH:35][CH:34]=[CH:33][CH:32]=1)=[O:28], predict the reaction product. The product is: [CH3:1][O:2][C:3](=[O:25])[CH2:4][C:5]1[CH:6]=[C:7]([C:11]2[CH:16]=[CH:15][C:14]([C:17]([F:19])([F:18])[F:20])=[CH:13][C:12]=2[CH2:21][N:22]([C:27]([O:29][CH2:30][C:31]2[CH:36]=[CH:35][CH:34]=[CH:33][CH:32]=2)=[O:28])[CH2:23][CH3:24])[CH:8]=[CH:9][CH:10]=1. (5) Given the reactants C(OC([N:8]1[CH2:13][CH2:12][CH:11]([N:14]2[C:18]3[CH:19]=[CH:20][C:21]([CH3:23])=[CH:22][C:17]=3[N:16]=[C:15]2[CH:24]2[CH2:26][CH2:25]2)[CH:10]([O:27][CH3:28])[CH2:9]1)=O)(C)(C)C.[ClH:29].O1CCOCC1, predict the reaction product. The product is: [ClH:29].[CH:24]1([C:15]2[N:14]([CH:11]3[CH2:12][CH2:13][NH:8][CH2:9][CH:10]3[O:27][CH3:28])[C:18]3[CH:19]=[CH:20][C:21]([CH3:23])=[CH:22][C:17]=3[N:16]=2)[CH2:25][CH2:26]1. (6) Given the reactants Br[CH2:2]/[CH:3]=[CH:4]/[C:5]([O:7][CH3:8])=[O:6].[NH:9]1[CH2:14][CH2:13][CH2:12][CH2:11][CH2:10]1, predict the reaction product. The product is: [CH3:8][O:7][C:5](=[O:6])[CH:4]=[CH:3][CH2:2][N:9]1[CH2:14][CH2:13][CH2:12][CH2:11][CH2:10]1.